From a dataset of Reaction yield outcomes from USPTO patents with 853,638 reactions. Predict the reaction yield, written as a fraction of the theoretical maximum amount of product (1.0 means a 100% yield; for example, 0.34 means a 34% yield). (1) The reactants are [NH2:1][C:2]1[N:7]=[CH:6][C:5]([C:8]2[C:13]([F:14])=[CH:12][C:11]([C:15]3[CH:20]=[CH:19][CH:18]=[CH:17][C:16]=3[S:21]CCC(OCC)=O)=[CH:10][CH:9]=2)=[CH:4][N:3]=1.CC([O-])(C)C.[K+].CO. The catalyst is C1COCC1. The product is [NH2:1][C:2]1[N:3]=[CH:4][C:5]([C:8]2[C:13]([F:14])=[CH:12][C:11]([C:15]3[C:16]([SH:21])=[CH:17][CH:18]=[CH:19][CH:20]=3)=[CH:10][CH:9]=2)=[CH:6][N:7]=1. The yield is 0.980. (2) The reactants are CS(C1C=CC([N:11]2C(=O)C=CC(C([O-])=O)=N2)=CC=1)(=O)=O.[Br:21][C:22]1[CH:27]=[CH:26][C:25]([N:28]2[C:33](=[O:34])[CH:32]=[C:31]([O:35][CH:36]3[CH2:41][CH2:40][N:39]([C:42]([O:44][C:45]([CH3:48])([CH3:47])[CH3:46])=[O:43])[CH2:38][CH2:37]3)[C:30]([C:49]([O:51]C)=O)=[N:29]2)=[CH:24][C:23]=1[F:53]. No catalyst specified. The product is [Br:21][C:22]1[CH:27]=[CH:26][C:25]([N:28]2[C:33](=[O:34])[CH:32]=[C:31]([O:35][CH:36]3[CH2:41][CH2:40][N:39]([C:42]([O:44][C:45]([CH3:46])([CH3:48])[CH3:47])=[O:43])[CH2:38][CH2:37]3)[C:30]([C:49](=[O:51])[NH2:11])=[N:29]2)=[CH:24][C:23]=1[F:53]. The yield is 1.00. (3) The reactants are [CH3:1][N:2]([CH3:6])[CH2:3][CH2:4][OH:5].[OH-].[K+].F[C:10]1[CH:15]=[CH:14][C:13]([N+:16]([O-:18])=[O:17])=[C:12]([O:19][CH3:20])[CH:11]=1. The catalyst is CCCCCCCC[N+](CCCCCCCC)(CCCCCCCC)C.[Cl-]. The product is [CH3:20][O:19][C:12]1[CH:11]=[C:10]([CH:15]=[CH:14][C:13]=1[N+:16]([O-:18])=[O:17])[O:5][CH2:4][CH2:3][N:2]([CH3:6])[CH3:1]. The yield is 0.620. (4) The reactants are [O-]S(S([O-])=O)=O.[Na+].[Na+].[C:9]([C:11]1[CH:12]=[C:13]([N:20]([C:25]2[C:44]([CH:45]3[CH2:47][CH2:46]3)=[CH:43][C:28]3[C:29]([C:39]([NH:41][CH3:42])=[O:40])=[C:30]([C:32]4[CH:37]=[CH:36][C:35]([F:38])=[CH:34][CH:33]=4)[O:31][C:27]=3[CH:26]=2)[S:21]([CH3:24])(=[O:23])=[O:22])[CH:14]=[CH:15][C:16]=1[N+:17]([O-])=O)#[N:10]. The catalyst is O.C1COCC1. The product is [NH2:17][C:16]1[CH:15]=[CH:14][C:13]([N:20]([C:25]2[C:44]([CH:45]3[CH2:47][CH2:46]3)=[CH:43][C:28]3[C:29]([C:39]([NH:41][CH3:42])=[O:40])=[C:30]([C:32]4[CH:33]=[CH:34][C:35]([F:38])=[CH:36][CH:37]=4)[O:31][C:27]=3[CH:26]=2)[S:21]([CH3:24])(=[O:23])=[O:22])=[CH:12][C:11]=1[C:9]#[N:10]. The yield is 0.743. (5) The reactants are Br[C:2]1[CH:3]=[C:4]2[C:10]([C:11]3[O:15][CH:14]=[N:13][CH:12]=3)=[CH:9][NH:8][C:5]2=[N:6][CH:7]=1.[O:16]([C:23]1[CH:28]=[CH:27][CH:26]=[CH:25][C:24]=1B(O)O)[C:17]1[CH:22]=[CH:21][CH:20]=[CH:19][CH:18]=1.[Li+].[Cl-].C([O-])([O-])=O.[Na+].[Na+]. The catalyst is C1(C)C=CC=CC=1.CCO.Cl[Pd](Cl)([P](C1C=CC=CC=1)(C1C=CC=CC=1)C1C=CC=CC=1)[P](C1C=CC=CC=1)(C1C=CC=CC=1)C1C=CC=CC=1. The product is [O:15]1[C:11]([C:10]2[C:4]3[C:5](=[N:6][CH:7]=[C:2]([C:18]4[CH:19]=[CH:20][CH:21]=[CH:22][C:17]=4[O:16][C:23]4[CH:24]=[CH:25][CH:26]=[CH:27][CH:28]=4)[CH:3]=3)[NH:8][CH:9]=2)=[CH:12][N:13]=[CH:14]1. The yield is 0.460. (6) The reactants are [CH2:1]([C:3]1[N:4]([CH3:31])[C:5]2[C:10]([N:11]=1)=[C:9]([N:12]1[CH2:17][CH2:16][O:15][CH2:14][CH2:13]1)[N:8]=[C:7]([S:18][CH2:19][C:20]1[CH:25]=[CH:24][C:23]([O:26][CH3:27])=[C:22]([N+:28]([O-])=O)[CH:21]=1)[N:6]=2)[CH3:2]. The product is [NH2:28][C:22]1[CH:21]=[C:20]([CH:25]=[CH:24][C:23]=1[O:26][CH3:27])[CH2:19][S:18][C:7]1[N:6]=[C:5]2[C:10]([N:11]=[C:3]([CH2:1][CH3:2])[N:4]2[CH3:31])=[C:9]([N:12]2[CH2:17][CH2:16][O:15][CH2:14][CH2:13]2)[N:8]=1. The yield is 0.720. The catalyst is ClCCl.CO.[Pd]. (7) The reactants are C([O:3][CH:4](OCC)[CH2:5][N:6]1[C:10](=[O:11])[C:9]2=[CH:12][CH:13]=[CH:14][CH:15]=[C:8]2[C:7]1=[O:16])C. The catalyst is C(O)=O. The product is [O:16]=[C:7]1[C:8]2[C:9](=[CH:12][CH:13]=[CH:14][CH:15]=2)[C:10](=[O:11])[N:6]1[CH2:5][CH:4]=[O:3]. The yield is 0.930.